The task is: Predict the reaction yield, written as a fraction of the theoretical maximum amount of product (1.0 means a 100% yield; for example, 0.34 means a 34% yield).. This data is from Reaction yield outcomes from USPTO patents with 853,638 reactions. (1) The reactants are [C:1]([CH2:4][C:5]1[CH:10]=[CH:9][C:8]([CH2:11][CH2:12][CH2:13][CH2:14][N:15]=[N+]=[N-])=[CH:7][CH:6]=1)([OH:3])=[O:2].C1(P(C2C=CC=CC=2)C2C=CC=CC=2)C=CC=CC=1. The catalyst is O.C1COCC1. The product is [C:1]([CH2:4][C:5]1[CH:10]=[CH:9][C:8]([CH2:11][CH2:12][CH2:13][CH2:14][NH2:15])=[CH:7][CH:6]=1)([OH:3])=[O:2]. The yield is 0.530. (2) The reactants are [C:1]([C:4]1[CH:9]=[C:8](Cl)[N:7]=[C:6]([NH:11][C@@H:12]([CH3:17])[C:13]([O:15][CH3:16])=[O:14])[N:5]=1)(=[O:3])[NH2:2].[F:18][C:19]1[CH:40]=[CH:39][C:22]([O:23][C:24]2[CH:29]=[CH:28][C:27](B3OC(C)(C)C(C)(C)O3)=[CH:26][CH:25]=2)=[CH:21][CH:20]=1.C([O-])([O-])=O.[Na+].[Na+]. The catalyst is O1CCOCC1.C1C=CC(P(C2C=CC=CC=2)[C-]2C=CC=C2)=CC=1.C1C=CC(P(C2C=CC=CC=2)[C-]2C=CC=C2)=CC=1.Cl[Pd]Cl.[Fe+2]. The product is [C:1]([C:4]1[CH:9]=[C:8]([C:27]2[CH:26]=[CH:25][C:24]([O:23][C:22]3[CH:21]=[CH:20][C:19]([F:18])=[CH:40][CH:39]=3)=[CH:29][CH:28]=2)[N:7]=[C:6]([NH:11][C@@H:12]([CH3:17])[C:13]([O:15][CH3:16])=[O:14])[N:5]=1)(=[O:3])[NH2:2]. The yield is 0.890. (3) The reactants are [Br:1][C:2]1[CH:3]=[C:4]([CH:7]=[CH:8][CH:9]=1)[CH:5]=O.[C:10](#[N:14])[CH2:11][C:12]#[N:13].[BH4-].[Na+].Cl. The catalyst is C(O)C.O. The product is [Br:1][C:2]1[CH:3]=[C:4]([CH:7]=[CH:8][CH:9]=1)[CH2:5][CH:11]([C:10]#[N:14])[C:12]#[N:13]. The yield is 0.830. (4) The product is [CH3:31][C:30]1[CH:29]=[C:28]([CH3:32])[NH:27][C:26](=[O:33])[C:25]=1[CH2:24][NH:23][C:21]([C:11]1[C:12]2[CH:17]=[N:16][N:15]([CH:18]([CH3:20])[CH3:19])[C:13]=2[N:14]=[C:9]([C:6]2[CH:5]=[CH:4][C:3]([CH2:2][N:38]3[CH2:39][CH2:40][N:35]([CH3:34])[CH2:36][CH2:37]3)=[CH:8][CH:7]=2)[CH:10]=1)=[O:22]. The catalyst is CN(C=O)C. The reactants are Br[CH2:2][C:3]1[CH:8]=[CH:7][C:6]([C:9]2[CH:10]=[C:11]([C:21]([NH:23][CH2:24][C:25]3[C:26](=[O:33])[NH:27][C:28]([CH3:32])=[CH:29][C:30]=3[CH3:31])=[O:22])[C:12]3[CH:17]=[N:16][N:15]([CH:18]([CH3:20])[CH3:19])[C:13]=3[N:14]=2)=[CH:5][CH:4]=1.[CH3:34][N:35]1[CH2:40][CH2:39][NH:38][CH2:37][CH2:36]1.O.CCOC(C)=O. The yield is 0.0500. (5) The reactants are [Cl:1][C:2]1[CH:7]=[C:6]([N:8]2[CH2:12][CH2:11][CH2:10][CH2:9]2)[N:5]=[C:4]([CH2:13]Cl)[N:3]=1.[C:15]([O-:18])(=[O:17])[CH3:16].[K+].[I-].[Na+].O. The catalyst is CN(C)C=O. The product is [Cl:1][C:2]1[CH:7]=[C:6]([N:8]2[CH2:12][CH2:11][CH2:10][CH2:9]2)[N:5]=[C:4]([CH2:13][O:18][C:15](=[O:17])[CH3:16])[N:3]=1. The yield is 0.980.